From a dataset of Reaction yield outcomes from USPTO patents with 853,638 reactions. Predict the reaction yield, written as a fraction of the theoretical maximum amount of product (1.0 means a 100% yield; for example, 0.34 means a 34% yield). (1) The reactants are C(OC([N:8]1[CH2:12][CH2:11][C:10]([C:15]2[CH:20]=[CH:19][CH:18]=[C:17]([F:21])[C:16]=2[F:22])([O:13][CH3:14])[CH2:9]1)=O)(C)(C)C.FC(F)(F)C(O)=O. The catalyst is C(Cl)Cl. The product is [F:22][C:16]1[C:17]([F:21])=[CH:18][CH:19]=[CH:20][C:15]=1[C:10]1([O:13][CH3:14])[CH2:11][CH2:12][NH:8][CH2:9]1. The yield is 0.850. (2) The reactants are [CH3:1][O:2][C:3](=[O:18])[CH2:4][CH2:5][CH2:6][C:7]1([CH2:13][C:14]([O:16]C)=O)[CH2:12][CH2:11][CH2:10][CH:9]=[CH:8]1.N([Li])(C(C)C)C(C)C.[NH4+].[Cl-]. The catalyst is C1COCC1. The product is [CH3:1][O:2][C:3]([C:4]1[CH2:5][CH2:6][C:7]2([CH2:12][CH2:11][CH2:10][CH:9]=[CH:8]2)[CH2:13][C:14]=1[OH:16])=[O:18]. The yield is 0.910. (3) The product is [C:24]([O:28][C:29]([N:31]1[CH2:36][CH2:35][N:34]([C:10]2[C:9]3[C:4](=[CH:5][C:6]([O:15][CH3:16])=[C:7]([O:13][CH3:14])[CH:8]=3)[N:3]=[C:2]([Cl:1])[N:11]=2)[CH2:33][CH2:32]1)=[O:30])([CH3:27])([CH3:25])[CH3:26]. The reactants are [Cl:1][C:2]1[N:11]=[C:10](Cl)[C:9]2[C:4](=[CH:5][C:6]([O:15][CH3:16])=[C:7]([O:13][CH3:14])[CH:8]=2)[N:3]=1.C(N(CC)CC)C.[C:24]([O:28][C:29]([N:31]1[CH2:36][CH2:35][NH:34][CH2:33][CH2:32]1)=[O:30])([CH3:27])([CH3:26])[CH3:25].[Cl-].[Na+]. The catalyst is CN(C)C=O.O. The yield is 0.980. (4) The reactants are [NH2:1][C@@H:2]([CH2:8][C:9]1[CH:14]=[CH:13][CH:12]=[CH:11][CH:10]=1)[CH:3]([OH:7])[C:4]([OH:6])=[O:5].[C:15]([O:19][C:20](O[C:20]([O:19][C:15]([CH3:18])([CH3:17])[CH3:16])=[O:21])=[O:21])([CH3:18])([CH3:17])[CH3:16]. The catalyst is [OH-].[Na+].O1CCOCC1.O. The product is [C:15]([O:19][C:20]([NH:1][C@@H:2]([CH2:8][C:9]1[CH:14]=[CH:13][CH:12]=[CH:11][CH:10]=1)[CH:3]([OH:7])[C:4]([OH:6])=[O:5])=[O:21])([CH3:18])([CH3:17])[CH3:16]. The yield is 0.720. (5) The reactants are C[O:2][C:3](=O)[C:4]1[CH:9]=[C:8]([Br:10])[CH:7]=[CH:6][C:5]=1[CH2:11]Br.[CH3:14][NH2:15]. The catalyst is C1COCC1. The product is [Br:10][C:8]1[CH:9]=[C:4]2[C:5]([CH2:11][N:15]([CH3:14])[C:3]2=[O:2])=[CH:6][CH:7]=1. The yield is 1.00.